This data is from NCI-60 drug combinations with 297,098 pairs across 59 cell lines. The task is: Regression. Given two drug SMILES strings and cell line genomic features, predict the synergy score measuring deviation from expected non-interaction effect. (1) Drug 1: CC12CCC3C(C1CCC2=O)CC(=C)C4=CC(=O)C=CC34C. Drug 2: C1CCC(C(C1)N)N.C(=O)(C(=O)[O-])[O-].[Pt+4]. Cell line: HL-60(TB). Synergy scores: CSS=72.6, Synergy_ZIP=-5.72, Synergy_Bliss=-6.01, Synergy_Loewe=-7.39, Synergy_HSA=-6.63. (2) Synergy scores: CSS=41.9, Synergy_ZIP=-2.46, Synergy_Bliss=-5.57, Synergy_Loewe=-4.49, Synergy_HSA=-4.48. Drug 2: B(C(CC(C)C)NC(=O)C(CC1=CC=CC=C1)NC(=O)C2=NC=CN=C2)(O)O. Drug 1: COC1=CC(=CC(=C1O)OC)C2C3C(COC3=O)C(C4=CC5=C(C=C24)OCO5)OC6C(C(C7C(O6)COC(O7)C8=CC=CS8)O)O. Cell line: SNB-19.